From a dataset of Acute oral toxicity (LD50) regression data from Zhu et al.. Regression/Classification. Given a drug SMILES string, predict its toxicity properties. Task type varies by dataset: regression for continuous values (e.g., LD50, hERG inhibition percentage) or binary classification for toxic/non-toxic outcomes (e.g., AMES mutagenicity, cardiotoxicity, hepatotoxicity). Dataset: ld50_zhu. (1) The compound is N#CC(Br)Br. The rat oral LD50 is 2.91, given as -log10 of the dose in mol/kg body weight (higher means more acutely toxic). (2) The compound is CC(=O)c1c(Cl)c(Cl)c(Cl)c(Cl)c1Cl. The rat oral LD50 is 2.37, given as -log10 of the dose in mol/kg body weight (higher means more acutely toxic).